Regression. Given two drug SMILES strings and cell line genomic features, predict the synergy score measuring deviation from expected non-interaction effect. From a dataset of NCI-60 drug combinations with 297,098 pairs across 59 cell lines. (1) Drug 1: CC1=CC=C(C=C1)C2=CC(=NN2C3=CC=C(C=C3)S(=O)(=O)N)C(F)(F)F. Drug 2: C1CNP(=O)(OC1)N(CCCl)CCCl. Cell line: SF-268. Synergy scores: CSS=-0.785, Synergy_ZIP=0.751, Synergy_Bliss=0.790, Synergy_Loewe=-0.919, Synergy_HSA=-0.915. (2) Drug 1: CC=C1C(=O)NC(C(=O)OC2CC(=O)NC(C(=O)NC(CSSCCC=C2)C(=O)N1)C(C)C)C(C)C. Drug 2: C1=NC2=C(N1)C(=S)N=CN2. Cell line: UACC-257. Synergy scores: CSS=10.9, Synergy_ZIP=-8.10, Synergy_Bliss=-4.53, Synergy_Loewe=-3.23, Synergy_HSA=-3.21. (3) Drug 2: CN(CCCl)CCCl.Cl. Drug 1: CS(=O)(=O)C1=CC(=C(C=C1)C(=O)NC2=CC(=C(C=C2)Cl)C3=CC=CC=N3)Cl. Cell line: HOP-62. Synergy scores: CSS=8.31, Synergy_ZIP=-3.28, Synergy_Bliss=-0.743, Synergy_Loewe=-5.55, Synergy_HSA=-2.61. (4) Drug 1: CS(=O)(=O)CCNCC1=CC=C(O1)C2=CC3=C(C=C2)N=CN=C3NC4=CC(=C(C=C4)OCC5=CC(=CC=C5)F)Cl. Drug 2: C1C(C(OC1N2C=NC(=NC2=O)N)CO)O. Cell line: KM12. Synergy scores: CSS=0.725, Synergy_ZIP=3.38, Synergy_Bliss=0.451, Synergy_Loewe=-26.2, Synergy_HSA=-15.6. (5) Drug 1: CC=C1C(=O)NC(C(=O)OC2CC(=O)NC(C(=O)NC(CSSCCC=C2)C(=O)N1)C(C)C)C(C)C. Drug 2: C1C(C(OC1N2C=NC3=C2NC=NCC3O)CO)O. Cell line: NCI-H226. Synergy scores: CSS=55.1, Synergy_ZIP=-0.992, Synergy_Bliss=-1.25, Synergy_Loewe=-59.2, Synergy_HSA=-1.69. (6) Drug 1: C1CCC(C(C1)[NH-])[NH-].C(=O)(C(=O)[O-])[O-].[Pt+4]. Drug 2: CN1C=C(C=N1)C2=C3N=C(C(=C(N3N=C2)N)Br)C4CCCNC4. Cell line: UACC62. Synergy scores: CSS=36.1, Synergy_ZIP=-6.37, Synergy_Bliss=-6.53, Synergy_Loewe=-2.67, Synergy_HSA=0.0937.